Predict which catalyst facilitates the given reaction. From a dataset of Catalyst prediction with 721,799 reactions and 888 catalyst types from USPTO. (1) Reactant: [CH2:1]([S:3](Cl)(=[O:5])=[O:4])[CH3:2].[NH2:7][C@H:8]1[CH2:13][CH2:12][C:11]([F:15])([F:14])[CH2:10][C@@H:9]1[CH2:16][O:17][C:18]1[CH:23]=[CH:22][C:21]([C:24]2[C:31]([F:32])=[CH:30][C:27]([C:28]#[N:29])=[CH:26][N:25]=2)=[CH:20][CH:19]=1.Cl.C(N(CC)CC)C. Product: [C:28]([C:27]1[CH:30]=[C:31]([F:32])[C:24]([C:21]2[CH:20]=[CH:19][C:18]([O:17][CH2:16][C@H:9]3[CH2:10][C:11]([F:15])([F:14])[CH2:12][CH2:13][C@@H:8]3[NH:7][S:3]([CH2:1][CH3:2])(=[O:5])=[O:4])=[CH:23][CH:22]=2)=[N:25][CH:26]=1)#[N:29]. The catalyst class is: 1. (2) Reactant: [CH2:1]([O:3][C:4]1[CH:5]=[C:6]([N:13]2[CH2:18][CH2:17][CH:16]([N:19]([CH3:21])[CH3:20])[CH2:15][CH2:14]2)[CH:7]=[CH:8][C:9]=1[N+:10]([O-])=O)[CH3:2]. Product: [NH2:10][C:9]1[CH:8]=[CH:7][C:6]([N:13]2[CH2:18][CH2:17][CH:16]([N:19]([CH3:20])[CH3:21])[CH2:15][CH2:14]2)=[CH:5][C:4]=1[O:3][CH2:1][CH3:2]. The catalyst class is: 50. (3) Reactant: [Cl:1][C:2]1[CH:3]=[C:4]([N:9]([C:14]2[C:33]([CH:34]3[CH2:36][CH2:35]3)=[CH:32][C:17]3[C:18]([C:28]([NH:30][CH3:31])=[O:29])=[C:19]([C:21]4[CH:26]=[CH:25][C:24]([F:27])=[CH:23][CH:22]=4)[O:20][C:16]=3[CH:15]=2)[S:10]([CH3:13])(=[O:12])=[O:11])[CH:5]=[CH:6][C:7]=1[OH:8].C(=O)([O-])[O-].[K+].[K+].Br[CH2:44][B:45]1[O:49]C(C)(C)C(C)(C)[O:46]1. Product: [Cl:1][C:2]1[CH:3]=[C:4]([N:9]([C:14]2[C:33]([CH:34]3[CH2:36][CH2:35]3)=[CH:32][C:17]3[C:18]([C:28](=[O:29])[NH:30][CH3:31])=[C:19]([C:21]4[CH:22]=[CH:23][C:24]([F:27])=[CH:25][CH:26]=4)[O:20][C:16]=3[CH:15]=2)[S:10]([CH3:13])(=[O:12])=[O:11])[CH:5]=[CH:6][C:7]=1[O:8][CH2:44][B:45]([OH:49])[OH:46]. The catalyst class is: 23. (4) Reactant: [CH:1]1([NH:6][C:7]2[N:12]=[C:11]([C:13]3[C:14]([C:28]4[CH:33]=[CH:32][C:31]([O:34][CH3:35])=[CH:30][CH:29]=4)=[N:15][N:16]4[C:21]([NH:22][CH2:23][CH2:24][CH2:25][CH2:26][OH:27])=[CH:20][CH:19]=[CH:18][C:17]=34)[CH:10]=[CH:9][N:8]=2)[CH2:5][CH2:4][CH2:3][CH2:2]1.N1C=NN=N1.C(N(C(C)C)[P:45](=[O:62])([O:54][CH2:55][C:56]1[CH:61]=[CH:60][CH:59]=[CH:58][CH:57]=1)[O:46][CH2:47][C:48]1[CH:53]=[CH:52][CH:51]=[CH:50][CH:49]=1)(C)C.CC(CC(O)=O)=O.S([O-])([O-])(=O)=S.[Na+].[Na+].C(=O)(O)[O-].[Na+]. Product: [P:45]([O:27][CH2:26][CH2:25][CH2:24][CH2:23][NH:22][C:21]1[N:16]2[N:15]=[C:14]([C:28]3[CH:29]=[CH:30][C:31]([O:34][CH3:35])=[CH:32][CH:33]=3)[C:13]([C:11]3[CH:10]=[CH:9][N:8]=[C:7]([NH:6][CH:1]4[CH2:2][CH2:3][CH2:4][CH2:5]4)[N:12]=3)=[C:17]2[CH:18]=[CH:19][CH:20]=1)([O:46][CH2:47][C:48]1[CH:53]=[CH:52][CH:51]=[CH:50][CH:49]=1)([O:54][CH2:55][C:56]1[CH:61]=[CH:60][CH:59]=[CH:58][CH:57]=1)=[O:62]. The catalyst class is: 4. (5) Reactant: C([O:8][C:9](=[O:20])[CH2:10][CH:11]([CH2:16][N+:17]([O-])=O)[CH2:12][CH:13]([CH3:15])[CH3:14])C1C=CC=CC=1. Product: [CH3:15][CH:13]([CH2:12][C@H:11]([CH2:16][NH2:17])[CH2:10][C:9]([OH:20])=[O:8])[CH3:14]. The catalyst class is: 43. (6) Product: [CH2:20]([O:19][CH2:18][N:14]1[C:15]2[C:16](=[O:17])[N:7]([CH2:6][CH2:5][CH2:4][CH2:3][C@H:2]([OH:1])[CH3:24])[C:8](=[O:9])[N:10]([CH3:23])[C:11]=2[N:12]=[C:13]1[S:22][CH3:25])[CH3:21]. The catalyst class is: 10. Reactant: [OH:1][C@H:2]([CH3:24])[CH2:3][CH2:4][CH2:5][CH2:6][N:7]1[C:16](=[O:17])[C:15]2[N:14]([CH2:18][O:19][CH2:20][CH3:21])[C:13]([SH:22])=[N:12][C:11]=2[N:10]([CH3:23])[C:8]1=[O:9].[C:25](=O)([O-])[O-].[K+].[K+].CI.